This data is from NCI-60 drug combinations with 297,098 pairs across 59 cell lines. The task is: Regression. Given two drug SMILES strings and cell line genomic features, predict the synergy score measuring deviation from expected non-interaction effect. (1) Drug 1: CN1CCC(CC1)COC2=C(C=C3C(=C2)N=CN=C3NC4=C(C=C(C=C4)Br)F)OC. Drug 2: CCCCC(=O)OCC(=O)C1(CC(C2=C(C1)C(=C3C(=C2O)C(=O)C4=C(C3=O)C=CC=C4OC)O)OC5CC(C(C(O5)C)O)NC(=O)C(F)(F)F)O. Cell line: IGROV1. Synergy scores: CSS=59.1, Synergy_ZIP=10.1, Synergy_Bliss=10.5, Synergy_Loewe=9.98, Synergy_HSA=11.2. (2) Drug 1: CC(CN1CC(=O)NC(=O)C1)N2CC(=O)NC(=O)C2. Drug 2: CCCCCOC(=O)NC1=NC(=O)N(C=C1F)C2C(C(C(O2)C)O)O. Cell line: OVCAR-5. Synergy scores: CSS=17.6, Synergy_ZIP=-5.57, Synergy_Bliss=-2.40, Synergy_Loewe=-10.9, Synergy_HSA=-1.87. (3) Drug 1: CN1C(=O)N2C=NC(=C2N=N1)C(=O)N. Drug 2: CC(C)(C#N)C1=CC(=CC(=C1)CN2C=NC=N2)C(C)(C)C#N. Cell line: BT-549. Synergy scores: CSS=-0.332, Synergy_ZIP=0.638, Synergy_Bliss=-0.231, Synergy_Loewe=-0.521, Synergy_HSA=-0.875. (4) Drug 1: CC1C(C(CC(O1)OC2CC(CC3=C2C(=C4C(=C3O)C(=O)C5=C(C4=O)C(=CC=C5)OC)O)(C(=O)C)O)N)O.Cl. Drug 2: C1=NC2=C(N1)C(=S)N=C(N2)N. Cell line: HCT116. Synergy scores: CSS=35.9, Synergy_ZIP=-4.98, Synergy_Bliss=-7.71, Synergy_Loewe=-7.78, Synergy_HSA=-3.80. (5) Drug 1: CC1C(C(CC(O1)OC2CC(CC3=C2C(=C4C(=C3O)C(=O)C5=C(C4=O)C(=CC=C5)OC)O)(C(=O)C)O)N)O.Cl. Drug 2: CC12CCC3C(C1CCC2OP(=O)(O)O)CCC4=C3C=CC(=C4)OC(=O)N(CCCl)CCCl.[Na+]. Cell line: TK-10. Synergy scores: CSS=14.0, Synergy_ZIP=-3.00, Synergy_Bliss=3.29, Synergy_Loewe=-12.0, Synergy_HSA=2.07. (6) Drug 2: C1=CC(=CC=C1CCCC(=O)O)N(CCCl)CCCl. Synergy scores: CSS=88.4, Synergy_ZIP=4.89, Synergy_Bliss=4.29, Synergy_Loewe=4.15, Synergy_HSA=6.77. Cell line: SR. Drug 1: CC1C(C(CC(O1)OC2CC(CC3=C2C(=C4C(=C3O)C(=O)C5=C(C4=O)C(=CC=C5)OC)O)(C(=O)C)O)N)O.Cl. (7) Drug 1: CC1=C(C=C(C=C1)C(=O)NC2=CC(=CC(=C2)C(F)(F)F)N3C=C(N=C3)C)NC4=NC=CC(=N4)C5=CN=CC=C5. Drug 2: CCCCCOC(=O)NC1=NC(=O)N(C=C1F)C2C(C(C(O2)C)O)O. Cell line: SF-539. Synergy scores: CSS=3.56, Synergy_ZIP=-0.820, Synergy_Bliss=-1.52, Synergy_Loewe=-1.12, Synergy_HSA=-1.11.